Dataset: Catalyst prediction with 721,799 reactions and 888 catalyst types from USPTO. Task: Predict which catalyst facilitates the given reaction. (1) Reactant: [S:1](=[O:22])(=[O:21])([O:3][CH2:4][C@@H:5]1[C@@H:9]([C:10]2[CH:15]=[CH:14][CH:13]=[CH:12][C:11]=2[N+:16]([O-:18])=[O:17])[O:8][C:7](C)(C)[O:6]1)[NH2:2].Cl.C1N=CN(C(N2C=NC=C2)=[O:30])C=1. Product: [S:1](=[O:22])(=[O:21])([O:3][CH2:4][C@@H:5]1[C@@H:9]([C:10]2[CH:15]=[CH:14][CH:13]=[CH:12][C:11]=2[N+:16]([O-:18])=[O:17])[O:8][C:7](=[O:30])[O:6]1)[NH2:2]. The catalyst class is: 25. (2) Reactant: [Cl:1][C:2]1[CH:21]=[CH:20][C:5]([O:6][C:7]2[CH:19]=[CH:18][C:10]([O:11][CH2:12][C@H:13]3[CH2:17][CH2:16][CH2:15][NH:14]3)=[CH:9][CH:8]=2)=[CH:4][CH:3]=1.C(N(CC)CC)C.Br[CH2:30][CH2:31][CH2:32][C:33]([O:35][CH3:36])=[O:34].O.ClCCl. Product: [CH3:36][O:35][C:33](=[O:34])[CH2:32][CH2:31][CH2:30][N:14]1[CH2:15][CH2:16][CH2:17][C@@H:13]1[CH2:12][O:11][C:10]1[CH:18]=[CH:19][C:7]([O:6][C:5]2[CH:20]=[CH:21][C:2]([Cl:1])=[CH:3][CH:4]=2)=[CH:8][CH:9]=1. The catalyst class is: 4. (3) Reactant: [F:1][C:2]([F:39])([F:38])[C:3]([F:37])([C:33]([F:36])([F:35])[F:34])[CH2:4][C:5]([F:32])([F:31])[CH2:6][C:7]([F:30])([F:29])[CH2:8][CH:9]([C:25]([F:28])([F:27])[F:26])[CH2:10][CH:11]([C:21]([F:24])([F:23])[F:22])[CH2:12][CH:13]([C:17]([F:20])([F:19])[F:18])[CH2:14][CH2:15]I.C(O)C.[S-:43][C:44]#[N:45].[K+]. Product: [F:1][C:2]([F:39])([F:38])[C:3]([F:37])([C:33]([F:36])([F:35])[F:34])[CH2:4][C:5]([F:32])([F:31])[CH2:6][C:7]([F:30])([F:29])[CH2:8][CH:9]([C:25]([F:28])([F:27])[F:26])[CH2:10][CH:11]([C:21]([F:24])([F:23])[F:22])[CH2:12][CH:13]([C:17]([F:20])([F:19])[F:18])[CH2:14][CH2:15][S:43][C:44]#[N:45]. The catalyst class is: 15. (4) Reactant: [Cl:1][C:2]1[N:7]=[N:6][C:5]([C:8]([N:10]2[CH2:15][CH2:14][CH:13]([C:16]3[CH:21]=[CH:20][C:19]([F:22])=[CH:18][CH:17]=3)[CH2:12][CH2:11]2)=[O:9])=[C:4]([NH:23][C:24]2[CH:29]=[CH:28][C:27]([F:30])=[CH:26][C:25]=2[CH3:31])[CH:3]=1.[Cl:32]N1C(=O)CCC1=O.[Cl-].[NH4+]. Product: [Cl:32][C:3]1[C:4]([NH:23][C:24]2[CH:29]=[CH:28][C:27]([F:30])=[CH:26][C:25]=2[CH3:31])=[C:5]([C:8]([N:10]2[CH2:11][CH2:12][CH:13]([C:16]3[CH:17]=[CH:18][C:19]([F:22])=[CH:20][CH:21]=3)[CH2:14][CH2:15]2)=[O:9])[N:6]=[N:7][C:2]=1[Cl:1]. The catalyst class is: 3. (5) Reactant: [H-].[Na+].[CH3:3][C:4]1[CH:5]=[C:6]([OH:19])[CH:7]=[CH:8][C:9]=1[CH2:10][CH2:11][CH2:12][CH2:13][N:14]1[CH:18]=[CH:17][N:16]=[N:15]1.Cl[CH2:21][C:22]1[C:23]([CH3:38])=[N:24][C:25]([C:28]2[CH:33]=[CH:32][C:31]([C:34]([F:37])([F:36])[F:35])=[CH:30][CH:29]=2)=[CH:26][CH:27]=1.O. Product: [CH3:38][C:23]1[C:22]([CH2:21][O:19][C:6]2[CH:7]=[CH:8][C:9]([CH2:10][CH2:11][CH2:12][CH2:13][N:14]3[CH:18]=[CH:17][N:16]=[N:15]3)=[C:4]([CH3:3])[CH:5]=2)=[CH:27][CH:26]=[C:25]([C:28]2[CH:33]=[CH:32][C:31]([C:34]([F:36])([F:37])[F:35])=[CH:30][CH:29]=2)[N:24]=1. The catalyst class is: 9. (6) Reactant: C([O:3][C:4]([CH:6]1[CH2:11][CH2:10][CH:9]([N:12]2[CH2:17][CH2:16][N:15]([C:18]([O:20][C:21]([CH3:24])([CH3:23])[CH3:22])=[O:19])[CH2:14][CH2:13]2)[CH:8]([F:25])[CH2:7]1)=O)C.[BH4-].[Li+]. Product: [F:25][CH:8]1[CH2:7][CH:6]([CH2:4][OH:3])[CH2:11][CH2:10][CH:9]1[N:12]1[CH2:13][CH2:14][N:15]([C:18]([O:20][C:21]([CH3:24])([CH3:23])[CH3:22])=[O:19])[CH2:16][CH2:17]1. The catalyst class is: 1. (7) Reactant: [CH3:1][C:2]1[CH:3]=[C:4]([OH:9])[CH:5]=[CH:6][C:7]=1[CH3:8].[Br:10]Br.S([O-])([O-])=O.[Na+].[Na+]. Product: [Br:10][C:5]1[CH:6]=[C:7]([CH3:8])[C:2]([CH3:1])=[CH:3][C:4]=1[OH:9]. The catalyst class is: 2.